Dataset: Reaction yield outcomes from USPTO patents with 853,638 reactions. Task: Predict the reaction yield, written as a fraction of the theoretical maximum amount of product (1.0 means a 100% yield; for example, 0.34 means a 34% yield). (1) The reactants are [CH:1]12[O:6][CH:5]1[CH2:4][N:3]([C:7]1[N:12]=[C:11]([C:13]3[CH:18]=[CH:17][C:16]([O:19][C:20]4[CH:25]=[CH:24][C:23]([F:26])=[CH:22][CH:21]=4)=[CH:15][CH:14]=3)[N:10]=[C:9]([C:27]([NH2:29])=[O:28])[CH:8]=1)[CH2:2]2.C1C[O:33]CC1. The catalyst is O. The product is [OH:6][CH:1]1[CH:5]([OH:33])[CH2:4][N:3]([C:7]2[N:12]=[C:11]([C:13]3[CH:18]=[CH:17][C:16]([O:19][C:20]4[CH:25]=[CH:24][C:23]([F:26])=[CH:22][CH:21]=4)=[CH:15][CH:14]=3)[N:10]=[C:9]([C:27]([NH2:29])=[O:28])[CH:8]=2)[CH2:2]1. The yield is 0.170. (2) The reactants are [NH2:1][C:2]1[N:7]=[CH:6][C:5]([C:8]2[CH2:9][CH2:10][CH2:11][N:12](C(OC(C)(C)C)=O)[CH2:13][CH:14]=2)=[CH:4][C:3]=1[C:22]1[N:26]([C:27]2[CH:32]=[CH:31][CH:30]=[C:29]([F:33])[C:28]=2[F:34])[N:25]=[N:24][N:23]=1.C(O)(C(F)(F)F)=O. The catalyst is C(Cl)Cl. The product is [F:34][C:28]1[C:29]([F:33])=[CH:30][CH:31]=[CH:32][C:27]=1[N:26]1[C:22]([C:3]2[C:2]([NH2:1])=[N:7][CH:6]=[C:5]([C:8]3=[CH:14][CH2:13][NH:12][CH2:11][CH2:10][CH2:9]3)[CH:4]=2)=[N:23][N:24]=[N:25]1. The yield is 1.00.